Dataset: Peptide-MHC class II binding affinity with 134,281 pairs from IEDB. Task: Regression. Given a peptide amino acid sequence and an MHC pseudo amino acid sequence, predict their binding affinity value. This is MHC class II binding data. (1) The peptide sequence is VRAVAESHGVAAVLF. The MHC is DRB1_0701 with pseudo-sequence DRB1_0701. The binding affinity (normalized) is 0.527. (2) The peptide sequence is SEIEEFRDRARVPLT. The MHC is DRB5_0101 with pseudo-sequence DRB5_0101. The binding affinity (normalized) is 0.318. (3) The peptide sequence is AAATAGTTRYGAFAA. The MHC is HLA-DQA10501-DQB10301 with pseudo-sequence HLA-DQA10501-DQB10301. The binding affinity (normalized) is 0.551. (4) The peptide sequence is KLKTWYREEIYRKGL. The MHC is DRB1_0101 with pseudo-sequence DRB1_0101. The binding affinity (normalized) is 0.394. (5) The peptide sequence is AAQRRGRIGRNPSQV. The MHC is DRB3_0101 with pseudo-sequence DRB3_0101. The binding affinity (normalized) is 0. (6) The peptide sequence is INVGFKAAVAAAASV. The MHC is HLA-DQA10301-DQB10302 with pseudo-sequence HLA-DQA10301-DQB10302. The binding affinity (normalized) is 0.393. (7) The peptide sequence is MAEMKTDAATLAQEA. The MHC is DRB3_0202 with pseudo-sequence DRB3_0202. The binding affinity (normalized) is 0.593.